From a dataset of Catalyst prediction with 721,799 reactions and 888 catalyst types from USPTO. Predict which catalyst facilitates the given reaction. (1) Reactant: [O:1]1[CH2:5][CH2:4][C@@H:3]([NH2:6])[CH2:2]1.Cl[S:8]([C:11]1[CH:12]=[C:13]([CH:17]=[CH:18][CH:19]=1)[C:14]([OH:16])=[O:15])(=[O:10])=[O:9]. Product: [O:1]1[CH2:5][CH2:4][C@@H:3]([NH:6][S:8]([C:11]2[CH:12]=[C:13]([CH:17]=[CH:18][CH:19]=2)[C:14]([OH:16])=[O:15])(=[O:10])=[O:9])[CH2:2]1. The catalyst class is: 20. (2) Reactant: [C:1]([OH:7])(=O)[CH2:2][C:3]([OH:5])=[O:4].[CH2:8]([K])[CH3:9].[Mg+2].[Cl-].[Cl-].[CH3:14][O:15][C:16]([N:18]1[CH2:23][CH2:22][CH:21](C(O)=O)[CH2:20][CH:19]1[CH2:27][C:28]1[CH:33]=[CH:32][C:31]([C:34]([F:37])([F:36])[F:35])=[CH:30][CH:29]=1)=[O:17].C(N1C=CN=C1)(N1C=CN=C1)=O. Product: [CH2:8]([O:5][C:3](=[O:4])[CH2:2][C:1]([C@@H:21]1[CH2:22][CH2:23][N:18]([C:16]([O:15][CH3:14])=[O:17])[C@@H:19]([CH2:27][C:28]2[CH:33]=[CH:32][C:31]([C:34]([F:36])([F:35])[F:37])=[CH:30][CH:29]=2)[CH2:20]1)=[O:7])[CH3:9]. The catalyst class is: 1. (3) Reactant: [Cl:1][C:2]1[N:11]=[C:10](Cl)[C:9]2[C:4](=[CH:5][CH:6]=[CH:7][CH:8]=2)[N:3]=1.[CH3:13][NH:14][CH2:15][CH:16]([C:23]1[CH:28]=[CH:27][CH:26]=[CH:25][CH:24]=1)[C:17]1[CH:22]=[CH:21][CH:20]=[CH:19][CH:18]=1.C(N(CC)CC)C. Product: [Cl:1][C:2]1[N:11]=[C:10]([N:14]([CH2:15][CH:16]([C:17]2[CH:22]=[CH:21][CH:20]=[CH:19][CH:18]=2)[C:23]2[CH:28]=[CH:27][CH:26]=[CH:25][CH:24]=2)[CH3:13])[C:9]2[C:4](=[CH:5][CH:6]=[CH:7][CH:8]=2)[N:3]=1. The catalyst class is: 1. (4) Reactant: [Cl:1][C:2]1[CH:3]=[C:4]([NH:9][C:10]2[C:11]3[CH2:18][C:17](=[O:19])[N:16]([CH3:20])[C:12]=3[N:13]=[CH:14][N:15]=2)[CH:5]=[CH:6][C:7]=1[F:8].[CH3:21][C:22]1[C:26]([CH2:27][CH2:28][CH2:29][N:30]2[CH2:35][CH2:34][O:33][CH2:32][CH2:31]2)=[C:25]([CH3:36])[NH:24][C:23]=1[CH:37]=O. Product: [Cl:1][C:2]1[CH:3]=[C:4]([NH:9][C:10]2[C:11]3[C:18](=[CH:37][C:23]4[NH:24][C:25]([CH3:36])=[C:26]([CH2:27][CH2:28][CH2:29][N:30]5[CH2:31][CH2:32][O:33][CH2:34][CH2:35]5)[C:22]=4[CH3:21])[C:17](=[O:19])[N:16]([CH3:20])[C:12]=3[N:13]=[CH:14][N:15]=2)[CH:5]=[CH:6][C:7]=1[F:8]. The catalyst class is: 495. (5) Reactant: [CH2:1]([N:8]1[CH2:13][CH2:12][C:11]([N:20]([CH3:25])[C:21](=O)OC)([C:14]2[CH:19]=[CH:18][N:17]=[CH:16][CH:15]=2)[CH2:10][CH2:9]1)[C:2]1[CH:7]=[CH:6][CH:5]=[CH:4][CH:3]=1.[H-].[Al+3].[Li+].[H-].[H-].[H-].S([O-])([O-])(=O)=O.[Na+].[Na+]. Product: [CH2:1]([N:8]1[CH2:9][CH2:10][C:11]([C:14]2[CH:15]=[CH:16][N:17]=[CH:18][CH:19]=2)([N:20]([CH3:25])[CH3:21])[CH2:12][CH2:13]1)[C:2]1[CH:3]=[CH:4][CH:5]=[CH:6][CH:7]=1. The catalyst class is: 7. (6) Reactant: [CH:1]([Mg]Cl)([CH3:3])[CH3:2].[Br:6][C:7]1[CH:8]=[C:9]2[C:14](=[C:15]([Cl:19])[C:16]=1[O:17][CH3:18])[O:13][C:12]([CH3:21])([CH3:20])[CH2:11][C:10]2=O.CN1CCCN(C)C1=O. Product: [Br:6][C:7]1[CH:8]=[C:9]2[C:14](=[C:15]([Cl:19])[C:16]=1[O:17][CH3:18])[O:13][C:12]([CH3:21])([CH3:20])[CH:11]=[C:10]2[CH:1]([CH3:3])[CH3:2]. The catalyst class is: 1. (7) Reactant: FC(F)(F)S(O[C:7]1[C:8]([CH3:32])([CH3:31])[NH:9][C:10](=[O:30])[C:11]=1[C:12]1[CH:17]=[CH:16][C:15]([O:18][CH2:19]C2C=CC3C(=CC=CC=3)N=2)=[CH:14][CH:13]=1)(=O)=O.[N:35]1[CH:40]=[CH:39][C:38](B(O)O)=[CH:37][CH:36]=1.C([O-])([O-])=O.[Na+].[Na+]. Product: [CH3:32][C:8]1([CH3:31])[NH:9][C:10](=[O:30])[C:11]([C:12]2[CH:13]=[CH:14][C:15]([O:18][CH2:19][C:36]3[CH:37]=[CH:38][C:39]4[C:40](=[CH:8][CH:7]=[CH:11][CH:10]=4)[N:35]=3)=[CH:16][CH:17]=2)=[C:7]1[C:38]1[CH:39]=[CH:40][N:35]=[CH:36][CH:37]=1. The catalyst class is: 70.